Dataset: Reaction yield outcomes from USPTO patents with 853,638 reactions. Task: Predict the reaction yield, written as a fraction of the theoretical maximum amount of product (1.0 means a 100% yield; for example, 0.34 means a 34% yield). (1) The reactants are [Cl:1][C:2]1[N:3]=[C:4](Cl)[C:5]2[S:10][CH:9]=[C:8]([CH3:11])[C:6]=2[N:7]=1.[CH2:13]([NH2:20])[CH2:14][CH2:15][CH2:16][CH2:17][CH2:18][CH3:19]. The catalyst is CN(C=O)C. The product is [Cl:1][C:2]1[N:3]=[C:4]([NH:20][CH2:13][CH2:14][CH2:15][CH2:16][CH2:17][CH2:18][CH3:19])[C:5]2[S:10][CH:9]=[C:8]([CH3:11])[C:6]=2[N:7]=1. The yield is 1.00. (2) The reactants are [CH3:1][O:2][C:3]([C:5]1([CH2:11][CH:12]=C)[CH2:10][CH2:9][O:8][CH2:7][CH2:6]1)=[O:4].CO.CC[O:18]C(C)=O. The catalyst is CC(O)C.O.C(Cl)Cl.O=[Os](=O)(=O)=O. The product is [CH3:1][O:2][C:3]([C:5]1([CH2:11][CH:12]=[O:18])[CH2:6][CH2:7][O:8][CH2:9][CH2:10]1)=[O:4]. The yield is 0.600. (3) The product is [CH:12]([NH:11][C:7]1[C:6]2[C:2]([C:35]3[CH:40]=[CH:39][CH:38]=[CH:37][N:36]=3)=[N:3][NH:4][C:5]=2[CH:10]=[CH:9][N:8]=1)([CH3:13])[CH3:14]. The reactants are I[C:2]1[C:6]2[C:7]([NH:11][CH:12]([CH3:14])[CH3:13])=[N:8][CH:9]=[CH:10][C:5]=2[N:4](C(C2C=CC=CC=2)(C2C=CC=CC=2)C2C=CC=CC=2)[N:3]=1.Cl[C:35]1[C:40]2C(I)=NN(C(C3C=CC=CC=3)(C3C=CC=CC=3)C3C=CC=CC=3)[C:39]=2[CH:38]=[CH:37][N:36]=1.CC(N)C.CCCCO. The catalyst is CCN(C(C)C)C(C)C. The yield is 0.670. (4) The reactants are P(Br)(Br)[Br:2].C(OCC)C.[F:10][C:11]1[C:16]2[CH:17]=[C:18]([CH2:20]O)[S:19][C:15]=2[C:14]([C:22]2[CH:23]=[C:24]([CH:30]=[CH:31][CH:32]=2)[C:25]([O:27][CH2:28][CH3:29])=[O:26])=[CH:13][CH:12]=1. The catalyst is O. The product is [Br:2][CH2:20][C:18]1[S:19][C:15]2[C:14]([C:22]3[CH:23]=[C:24]([CH:30]=[CH:31][CH:32]=3)[C:25]([O:27][CH2:28][CH3:29])=[O:26])=[CH:13][CH:12]=[C:11]([F:10])[C:16]=2[CH:17]=1. The yield is 0.420. (5) The reactants are [CH3:1][CH:2]1[CH2:7][CH2:6][CH:5]([O:8][C:9]2[C:18]([C:19]([F:22])([F:21])[F:20])=[C:17]3[C:12]([CH:13]=[CH:14][C:15]([CH:23]=[O:24])=[CH:16]3)=[CH:11][CH:10]=2)[CH2:4][CH2:3]1.O1CCC[CH2:26]1.C[Mg]Br.C1(C)C=CC=CC=1. No catalyst specified. The product is [CH3:1][C@@H:2]1[CH2:3][CH2:4][C@H:5]([O:8][C:9]2[C:18]([C:19]([F:20])([F:21])[F:22])=[C:17]3[C:12]([CH:13]=[CH:14][C:15]([CH:23]([OH:24])[CH3:26])=[CH:16]3)=[CH:11][CH:10]=2)[CH2:6][CH2:7]1. The yield is 0.920. (6) The reactants are C(Cl)(=O)C(Cl)=O.[CH3:7][N:8]1[CH2:13][CH2:12][CH:11]([C:14]([OH:16])=O)[CH2:10][CH2:9]1.[NH2:17][C:18]1[CH:19]=[N:20][CH:21]=[C:22]([Br:24])[CH:23]=1. The catalyst is CN(C=O)C.C(Cl)Cl. The product is [Br:24][C:22]1[CH:23]=[C:18]([NH:17][C:14]([CH:11]2[CH2:10][CH2:9][N:8]([CH3:7])[CH2:13][CH2:12]2)=[O:16])[CH:19]=[N:20][CH:21]=1. The yield is 0.430. (7) The yield is 0.850. The catalyst is [OH-].[Na+]. The product is [CH3:18][S:17][C:7]1[NH:8][C:9]2[C:14]([C:15](=[O:16])[C:6]=1[C:4]([OH:5])=[O:3])=[CH:13][CH:12]=[CH:11][CH:10]=2. The reactants are C([O:3][C:4]([C:6]1[C:7]([S:17][CH3:18])=[N:8][C:9]2[C:14]([C:15]=1[OH:16])=[CH:13][CH:12]=[CH:11][CH:10]=2)=[O:5])C.Cl. (8) The reactants are Br[C:2]1[CH:11]=[C:10]2[C:5]([N:6]=[CH:7][C:8]([N:12]3[CH2:17][CH2:16][CH:15]([S:18]([N:21]([CH3:23])[CH3:22])(=[O:20])=[O:19])[CH2:14][CH2:13]3)=[N:9]2)=[CH:4][CH:3]=1.CC1(C)C(C)(C)OB([C:32]2[CH:33]=[C:34]([NH:38][S:39]([C:42]3[CH:47]=[CH:46][CH:45]=[CH:44][CH:43]=3)(=[O:41])=[O:40])[CH:35]=[N:36][CH:37]=2)O1.C(=O)([O-])[O-].[K+].[K+]. The product is [CH3:22][N:21]([CH3:23])[S:18]([CH:15]1[CH2:16][CH2:17][N:12]([C:8]2[CH:7]=[N:6][C:5]3[C:10](=[CH:11][C:2]([C:32]4[CH:37]=[N:36][CH:35]=[C:34]([NH:38][S:39]([C:42]5[CH:43]=[CH:44][CH:45]=[CH:46][CH:47]=5)(=[O:41])=[O:40])[CH:33]=4)=[CH:3][CH:4]=3)[N:9]=2)[CH2:13][CH2:14]1)(=[O:20])=[O:19]. The catalyst is O1CCOCC1. The yield is 0.430.